This data is from Full USPTO retrosynthesis dataset with 1.9M reactions from patents (1976-2016). The task is: Predict the reactants needed to synthesize the given product. Given the product [Br:23][C:10]1[C:11]2[C:12]3[CH:22]=[CH:21][S:20][C:13]=3[C:14](=[O:19])[NH:15][C:16]=2[CH:17]=[CH:18][C:9]=1[O:8][Si:1]([C:4]([CH3:7])([CH3:5])[CH3:6])([CH3:3])[CH3:2], predict the reactants needed to synthesize it. The reactants are: [Si:1]([O:8][C:9]1[CH:18]=[CH:17][C:16]2[NH:15][C:14](=[O:19])[C:13]3[S:20][CH:21]=[CH:22][C:12]=3[C:11]=2[CH:10]=1)([C:4]([CH3:7])([CH3:6])[CH3:5])([CH3:3])[CH3:2].[Br:23]N1C(=O)CCC1=O.